From a dataset of Full USPTO retrosynthesis dataset with 1.9M reactions from patents (1976-2016). Predict the reactants needed to synthesize the given product. (1) Given the product [CH3:22][N:2]([CH2:3][C:4]1[CH:9]=[CH:8][CH:7]=[CH:6][C:5]=1[S:10][C:11]1[CH:16]=[CH:15][C:14]([F:17])=[CH:13][C:12]=1[N+:18]([O-:20])=[O:19])[CH3:1], predict the reactants needed to synthesize it. The reactants are: [CH3:1][N:2]([CH3:22])[C:3](=O)[C:4]1[CH:9]=[CH:8][CH:7]=[CH:6][C:5]=1[S:10][C:11]1[CH:16]=[CH:15][C:14]([F:17])=[CH:13][C:12]=1[N+:18]([O-:20])=[O:19]. (2) Given the product [NH2:11][S:8]([C:5]1[CH:6]=[CH:7][C:2]([C:18]2[C:13]([F:12])=[CH:14][CH:15]=[C:16]([C:19]3[C:20]([C:30]4[CH:35]=[CH:34][CH:33]=[C:32]([CH3:36])[N:31]=4)=[N:21][N:22]([S:24]([N:27]([CH3:28])[CH3:29])(=[O:25])=[O:26])[CH:23]=3)[CH:17]=2)=[CH:3][CH:4]=1)(=[O:10])=[O:9], predict the reactants needed to synthesize it. The reactants are: Br[C:2]1[CH:7]=[CH:6][C:5]([S:8]([NH2:11])(=[O:10])=[O:9])=[CH:4][CH:3]=1.[F:12][C:13]1[CH:18]=[CH:17][C:16]([C:19]2[C:20]([C:30]3[CH:35]=[CH:34][CH:33]=[C:32]([CH3:36])[N:31]=3)=[N:21][N:22]([S:24]([N:27]([CH3:29])[CH3:28])(=[O:26])=[O:25])[CH:23]=2)=[CH:15][C:14]=1B1OC(C)(C)C(C)(C)O1. (3) Given the product [CH3:15][C:7]1([CH3:16])[CH2:8][C:9]2[C:5](=[C:4]3[C:12](=[CH:11][CH:10]=2)[CH2:13][C:2]([CH3:1])=[CH:3]3)[CH2:6]1, predict the reactants needed to synthesize it. The reactants are: [CH3:1][CH:2]1[C:13](=O)[C:12]2[C:4](=[C:5]3[C:9](=[CH:10][CH:11]=2)[CH2:8][C:7]([CH3:16])([CH3:15])[CH2:6]3)[CH2:3]1.[BH4-].[Na+].CO. (4) Given the product [N:1]1([CH2:13][C:14]2[CH:19]=[CH:18][C:17]([CH2:20][C:21]#[N:22])=[CH:16][CH:15]=2)[CH2:5][CH2:4][CH2:3][CH2:2]1, predict the reactants needed to synthesize it. The reactants are: [NH:1]1[CH2:5][CH2:4][CH2:3][CH2:2]1.C(=O)([O-])[O-].[K+].[K+].Br[CH2:13][C:14]1[CH:19]=[CH:18][C:17]([CH2:20][C:21]#[N:22])=[CH:16][CH:15]=1. (5) Given the product [Cl:34][C:25]1[C:24]([Cl:23])=[C:32]([F:33])[CH:31]=[CH:30][C:26]=1[C:27]([OH:29])=[O:28], predict the reactants needed to synthesize it. The reactants are: CN(C)CCN(C)C.C(=O)=O.C([Li])(CC)C.C1CCCCC1.[Cl:23][C:24]1[CH:25]=[C:26]([CH:30]=[CH:31][C:32]=1[F:33])[C:27]([OH:29])=[O:28].[Cl:34]C(Cl)(Cl)C(Cl)(Cl)Cl. (6) Given the product [C:10]([S:13]([N:15]1[CH2:4][CH:16]1[C:17]1[CH:18]=[CH:19][C:20]([S:23]([CH2:26][CH2:27][CH3:28])(=[O:25])=[O:24])=[CH:21][CH:22]=1)=[O:14])([CH3:9])([CH3:11])[CH3:12], predict the reactants needed to synthesize it. The reactants are: [H-].[Na+].[I-].[CH3:4][S+](C)(C)=O.[CH3:9][C:10]([S:13](/[N:15]=[CH:16]/[C:17]1[CH:22]=[CH:21][C:20]([S:23]([CH2:26][CH2:27][CH3:28])(=[O:25])=[O:24])=[CH:19][CH:18]=1)=[O:14])([CH3:12])[CH3:11].